Dataset: Forward reaction prediction with 1.9M reactions from USPTO patents (1976-2016). Task: Predict the product of the given reaction. The product is: [Br:1][C:2]1[CH:7]=[CH:6][C:5]([C:8]2[NH:45][C:11]([CH:13]3[CH2:17][C:16]4([CH2:22][CH2:21][O:20][CH2:19][CH2:18]4)[CH2:15][N:14]3[C:23](=[O:33])[C@@H:24]([NH:28][C:29](=[O:32])[O:30][CH3:31])[CH:25]([CH3:27])[CH3:26])=[N:10][CH:9]=2)=[CH:4][CH:3]=1. Given the reactants [Br:1][C:2]1[CH:7]=[CH:6][C:5]([C:8](=O)[CH2:9][NH:10][C:11]([CH:13]2[CH2:17][C:16]3([CH2:22][CH2:21][O:20][CH2:19][CH2:18]3)[CH2:15][N:14]2[C:23](=[O:33])[C@@H:24]([NH:28][C:29](=[O:32])[O:30][CH3:31])[CH:25]([CH3:27])[CH3:26])=O)=[CH:4][CH:3]=1.O1CCOCC1.C([O-])(=O)C.[NH4+:45], predict the reaction product.